From a dataset of Full USPTO retrosynthesis dataset with 1.9M reactions from patents (1976-2016). Predict the reactants needed to synthesize the given product. Given the product [N:35]1[CH:36]=[CH:37][CH:38]=[N:39][C:34]=1[N:30]1[C:31]2[C:27](=[CH:26][C:25]([B:10]3[O:11][C:12]([CH3:17])([CH3:18])[C:13]([CH3:15])([CH3:16])[O:14]3)=[CH:33][CH:32]=2)[CH:28]=[CH:29]1, predict the reactants needed to synthesize it. The reactants are: [B:10]1([B:10]2[O:14][C:13]([CH3:16])([CH3:15])[C:12]([CH3:18])([CH3:17])[O:11]2)[O:14][C:13]([CH3:16])([CH3:15])[C:12]([CH3:18])([CH3:17])[O:11]1.C([O-])(=O)C.[K+].Br[C:25]1[CH:26]=[C:27]2[C:31](=[CH:32][CH:33]=1)[N:30]([C:34]1[N:39]=[CH:38][CH:37]=[CH:36][N:35]=1)[CH:29]=[CH:28]2.C(Cl)Cl.